Dataset: Forward reaction prediction with 1.9M reactions from USPTO patents (1976-2016). Task: Predict the product of the given reaction. (1) Given the reactants [Br:1][C:2]1[CH:3]=[N:4][CH:5]=[C:6]([CH:10]=1)C(Cl)=O.[CH3:11][Mg]Br.C([O:16][CH2:17][CH3:18])C, predict the reaction product. The product is: [Br:1][C:2]1[CH:10]=[C:6]([C:17]([OH:16])([CH3:18])[CH3:11])[CH:5]=[N:4][CH:3]=1. (2) Given the reactants [NH2:1][C:2]1[CH:3]=[CH:4][C:5]([C:8]([O:10][CH3:11])=[O:9])=[N:6][CH:7]=1.C1(P(C2C=CC=CC=2)C2C=CC=CC=2)C=CC=CC=1.[C:31]([OH:36])(=[O:35])[C:32]([CH3:34])=O.C(N(CC)CC)C, predict the reaction product. The product is: [CH3:11][O:10][C:8]([C:5]1[N:6]=[C:7]2[CH:34]=[C:32]([C:31]([OH:36])=[O:35])[NH:1][C:2]2=[CH:3][CH:4]=1)=[O:9].